This data is from Forward reaction prediction with 1.9M reactions from USPTO patents (1976-2016). The task is: Predict the product of the given reaction. (1) Given the reactants [C:1]([CH2:3][C:4]([O:6][CH2:7][CH3:8])=[O:5])#[N:2].[N:9]1[CH:14]=[CH:13][C:12]([CH2:15][C:16](C2C=CC=CC=2)=O)=[CH:11][CH:10]=1.C([O-])(=O)C.[NH4+].C(O)(=O)C, predict the reaction product. The product is: [CH2:7]([O:6][C:4](=[O:5])[C:3]([C:1]#[N:2])=[C:15]([C:12]1[CH:13]=[CH:14][N:9]=[CH:10][CH:11]=1)[CH3:16])[CH3:8]. (2) Given the reactants C1COCC1.[H-].[Al+3].[Li+].[H-].[H-].[H-].[N:12]([CH2:15][C:16]1[C:24]2[C:19](=[CH:20][CH:21]=[C:22]([Cl:25])[CH:23]=2)[NH:18][N:17]=1)=[N+]=[N-], predict the reaction product. The product is: [NH2:12][CH2:15][C:16]1[C:24]2[C:19](=[CH:20][CH:21]=[C:22]([Cl:25])[CH:23]=2)[NH:18][N:17]=1. (3) Given the reactants [C:1]([NH:5][C:6]1[C:15]2[CH:14]=[CH:13][CH:12]=[C:11]([C:16]([OH:18])=O)[C:10]=2[CH:9]=[CH:8][N:7]=1)([CH3:4])([CH3:3])[CH3:2].[NH2:19][C:20]1[CH:21]=[C:22]([CH:36]=[CH:37][C:38]=1[CH3:39])[C:23]([NH:25][C:26]1[CH:31]=[CH:30][CH:29]=[C:28]([C:32]([F:35])([F:34])[F:33])[CH:27]=1)=[O:24], predict the reaction product. The product is: [C:1]([NH:5][C:6]1[C:15]2[CH:14]=[CH:13][CH:12]=[C:11]([C:16]([NH:19][C:20]3[CH:21]=[C:22]([C:23](=[O:24])[NH:25][C:26]4[CH:31]=[CH:30][CH:29]=[C:28]([C:32]([F:33])([F:34])[F:35])[CH:27]=4)[CH:36]=[CH:37][C:38]=3[CH3:39])=[O:18])[C:10]=2[CH:9]=[CH:8][N:7]=1)([CH3:2])([CH3:3])[CH3:4]. (4) The product is: [CH2:12]1[C:13]2[C:18](=[CH:17][CH:16]=[CH:15][CH:14]=2)[CH2:19][CH2:20][N:11]1[CH2:10][C@@H:9]([OH:21])[CH2:8][NH:7][C:5](=[O:6])[C:4]1[CH:22]=[CH:23][CH:24]=[C:2]([NH:1][CH:32]2[CH2:33][CH2:34][O:29][CH2:30][CH2:31]2)[CH:3]=1. Given the reactants [NH2:1][C:2]1[CH:3]=[C:4]([CH:22]=[CH:23][CH:24]=1)[C:5]([NH:7][CH2:8][C@H:9]([OH:21])[CH2:10][N:11]1[CH2:20][CH2:19][C:18]2[C:13](=[CH:14][CH:15]=[CH:16][CH:17]=2)[CH2:12]1)=[O:6].CC(O)=O.[O:29]1[CH2:34][CH2:33][C:32](=O)[CH2:31][CH2:30]1.[BH3-]C#N.[Na+], predict the reaction product. (5) Given the reactants [Cl:1][C:2]1[CH:3]=[CH:4][C:5]2[O:9][C:8](=[O:10])[NH:7][C:6]=2[CH:11]=1.[C:12]([O-])([O-])=O.[Cs+].[Cs+].CI.O, predict the reaction product. The product is: [Cl:1][C:2]1[CH:3]=[CH:4][C:5]2[O:9][C:8](=[O:10])[N:7]([CH3:12])[C:6]=2[CH:11]=1. (6) Given the reactants [OH:1][C:2]1[CH:7]=[CH:6][C:5]([C:8](=[O:10])[CH3:9])=[CH:4][CH:3]=1.[H-].[Na+].[CH2:13]([O:15][CH:16]([O:19][CH2:20][CH3:21])[CH2:17]Br)[CH3:14].O, predict the reaction product. The product is: [CH2:13]([O:15][CH:16]([O:19][CH2:20][CH3:21])[CH2:17][O:1][C:2]1[CH:7]=[CH:6][C:5]([C:8](=[O:10])[CH3:9])=[CH:4][CH:3]=1)[CH3:14].